From a dataset of NCI-60 drug combinations with 297,098 pairs across 59 cell lines. Regression. Given two drug SMILES strings and cell line genomic features, predict the synergy score measuring deviation from expected non-interaction effect. (1) Drug 1: CNC(=O)C1=CC=CC=C1SC2=CC3=C(C=C2)C(=NN3)C=CC4=CC=CC=N4. Drug 2: CCC1=C2CN3C(=CC4=C(C3=O)COC(=O)C4(CC)O)C2=NC5=C1C=C(C=C5)O. Cell line: M14. Synergy scores: CSS=26.0, Synergy_ZIP=2.55, Synergy_Bliss=2.85, Synergy_Loewe=-45.2, Synergy_HSA=-0.277. (2) Drug 1: CCCCC(=O)OCC(=O)C1(CC(C2=C(C1)C(=C3C(=C2O)C(=O)C4=C(C3=O)C=CC=C4OC)O)OC5CC(C(C(O5)C)O)NC(=O)C(F)(F)F)O. Drug 2: CC(C)CN1C=NC2=C1C3=CC=CC=C3N=C2N. Cell line: U251. Synergy scores: CSS=36.0, Synergy_ZIP=-1.51, Synergy_Bliss=-5.04, Synergy_Loewe=-4.08, Synergy_HSA=-4.06. (3) Drug 1: CC12CCC3C(C1CCC2=O)CC(=C)C4=CC(=O)C=CC34C. Drug 2: CN(C)N=NC1=C(NC=N1)C(=O)N. Cell line: HL-60(TB). Synergy scores: CSS=73.5, Synergy_ZIP=14.9, Synergy_Bliss=14.6, Synergy_Loewe=-0.434, Synergy_HSA=15.2. (4) Cell line: OVCAR-4. Synergy scores: CSS=23.0, Synergy_ZIP=-9.96, Synergy_Bliss=-16.3, Synergy_Loewe=-14.6, Synergy_HSA=-13.6. Drug 1: C1=CC(=CC=C1CCC2=CNC3=C2C(=O)NC(=N3)N)C(=O)NC(CCC(=O)O)C(=O)O. Drug 2: CC(CN1CC(=O)NC(=O)C1)N2CC(=O)NC(=O)C2. (5) Drug 1: C1=NNC2=C1C(=O)NC=N2. Drug 2: C1CN(P(=O)(OC1)NCCCl)CCCl. Cell line: MDA-MB-435. Synergy scores: CSS=4.46, Synergy_ZIP=-2.92, Synergy_Bliss=-3.64, Synergy_Loewe=-4.98, Synergy_HSA=-2.57.